Dataset: Reaction yield outcomes from USPTO patents with 853,638 reactions. Task: Predict the reaction yield, written as a fraction of the theoretical maximum amount of product (1.0 means a 100% yield; for example, 0.34 means a 34% yield). The reactants are [H-].[Na+].Cl.Cl[C:5]1[CH:15]=[CH:14][C:13]([N+:16]([O-:18])=[O:17])=[CH:12][C:6]=1[CH2:7][NH:8][CH2:9][CH2:10][SH:11]. The yield is 0.470. The catalyst is CN(C=O)C. The product is [N+:16]([C:13]1[CH:14]=[CH:15][C:5]2[S:11][CH2:10][CH2:9][NH:8][CH2:7][C:6]=2[CH:12]=1)([O-:18])=[O:17].